This data is from Peptide-MHC class I binding affinity with 185,985 pairs from IEDB/IMGT. The task is: Regression. Given a peptide amino acid sequence and an MHC pseudo amino acid sequence, predict their binding affinity value. This is MHC class I binding data. The peptide sequence is VTFGARASF. The MHC is HLA-B57:01 with pseudo-sequence HLA-B57:01. The binding affinity (normalized) is 0.576.